This data is from Catalyst prediction with 721,799 reactions and 888 catalyst types from USPTO. The task is: Predict which catalyst facilitates the given reaction. The catalyst class is: 2. Reactant: [CH2:1]([O:3][CH2:4][CH2:5][CH2:6][CH:7]=[O:8])[CH3:2].N1CCCC1C(O)=O.[Br:17]N1C(=O)CCC1=O. Product: [Br:17][CH:6]([CH2:5][CH2:4][O:3][CH2:1][CH3:2])[CH:7]=[O:8].